This data is from Peptide-MHC class II binding affinity with 134,281 pairs from IEDB. The task is: Regression. Given a peptide amino acid sequence and an MHC pseudo amino acid sequence, predict their binding affinity value. This is MHC class II binding data. (1) The peptide sequence is LLVKYAAGDGNIVAV. The MHC is HLA-DQA10301-DQB10302 with pseudo-sequence HLA-DQA10301-DQB10302. The binding affinity (normalized) is 0.344. (2) The peptide sequence is SQVHIRRPGGAGRDG. The MHC is DRB1_0101 with pseudo-sequence DRB1_0101. The binding affinity (normalized) is 0. (3) The peptide sequence is IDEPTAAAIAYGLDR. The MHC is HLA-DQA10401-DQB10402 with pseudo-sequence HLA-DQA10401-DQB10402. The binding affinity (normalized) is 0.623. (4) The peptide sequence is HPQQFIYAGSLSALL. The MHC is HLA-DPA10103-DPB10301 with pseudo-sequence HLA-DPA10103-DPB10301. The binding affinity (normalized) is 0.421. (5) The peptide sequence is YVIRAQLHVGAKQEN. The MHC is DRB1_0101 with pseudo-sequence DRB1_0101. The binding affinity (normalized) is 0.330.